From a dataset of Reaction yield outcomes from USPTO patents with 853,638 reactions. Predict the reaction yield, written as a fraction of the theoretical maximum amount of product (1.0 means a 100% yield; for example, 0.34 means a 34% yield). The reactants are [CH3:1][NH:2][CH2:3][C:4]1[CH:9]=[CH:8][CH:7]=[CH:6][CH:5]=1.C(=O)([O-])[O-].[K+].[K+].CC(N(C)C)=O.I[CH2:23][C:24]1([CH3:36])[CH2:28][C:27]2[C:29]([CH3:35])=[CH:30][C:31]([CH3:34])=[C:32]([CH3:33])[C:26]=2[O:25]1. The yield is 0.750. The catalyst is C(OCC)(=O)C.O. The product is [CH3:1][N:2]([CH2:23][C:24]1([CH3:36])[CH2:28][C:27]2[C:29]([CH3:35])=[CH:30][C:31]([CH3:34])=[C:32]([CH3:33])[C:26]=2[O:25]1)[CH2:3][C:4]1[CH:9]=[CH:8][CH:7]=[CH:6][CH:5]=1.